From a dataset of Reaction yield outcomes from USPTO patents with 853,638 reactions. Predict the reaction yield, written as a fraction of the theoretical maximum amount of product (1.0 means a 100% yield; for example, 0.34 means a 34% yield). (1) The reactants are [N+:1]([C:4]1[CH:5]=[CH:6][C:7]([C:10]2[CH:15]=[CH:14][C:13](B3OC(C)(C)C(C)(C)O3)=[CH:12][CH:11]=2)=[N:8][CH:9]=1)([O-:3])=[O:2].C(=O)([O-])[O-].[K+].[K+].FC(F)(F)S(O[C:37]1[CH2:42][CH2:41][C:40]([C:48]([O:50][CH2:51][CH3:52])=[O:49])([C:43]([O:45][CH2:46][CH3:47])=[O:44])[CH2:39][CH:38]=1)(=O)=O. The catalyst is O1CCOCC1.O.C1C=CC([P]([Pd]([P](C2C=CC=CC=2)(C2C=CC=CC=2)C2C=CC=CC=2)([P](C2C=CC=CC=2)(C2C=CC=CC=2)C2C=CC=CC=2)[P](C2C=CC=CC=2)(C2C=CC=CC=2)C2C=CC=CC=2)(C2C=CC=CC=2)C2C=CC=CC=2)=CC=1. The product is [N+:1]([C:4]1[CH:5]=[CH:6][C:7]([C:10]2[CH:11]=[CH:12][C:13]([C:37]3[CH2:42][CH2:41][C:40]([C:43]([O:45][CH2:46][CH3:47])=[O:44])([C:48]([O:50][CH2:51][CH3:52])=[O:49])[CH2:39][CH:38]=3)=[CH:14][CH:15]=2)=[N:8][CH:9]=1)([O-:3])=[O:2]. The yield is 0.610. (2) The reactants are [C:1]([Si:5]([CH3:24])([CH3:23])[O:6][C:7]1[CH:12]=[C:11]([C:13]([CH3:21])([CH3:20])[O:14][SiH2:15][C:16]([CH3:19])([CH3:18])[CH3:17])[CH:10]=[CH:9][C:8]=1[F:22])([CH3:4])([CH3:3])[CH3:2].[Li]C(CC)C.B(OC)(OC)[O:31]C.C(O)(=O)C.OO.O. The catalyst is C1COCC1. The product is [C:1]([Si:5]([CH3:24])([CH3:23])[O:6][C:7]1[C:8]([F:22])=[C:9]([OH:31])[CH:10]=[C:11]([C:13]([CH3:21])([CH3:20])[O:14][SiH2:15][C:16]([CH3:19])([CH3:18])[CH3:17])[CH:12]=1)([CH3:4])([CH3:3])[CH3:2]. The yield is 0.640.